From a dataset of Reaction yield outcomes from USPTO patents with 853,638 reactions. Predict the reaction yield, written as a fraction of the theoretical maximum amount of product (1.0 means a 100% yield; for example, 0.34 means a 34% yield). The reactants are C(=O)([O-])[O-].[K+].[K+].[OH:7][C:8]1[CH:12]=[C:11]([CH3:13])[NH:10][N:9]=1.[CH2:14]([N:17]=[C:18]=[O:19])[CH:15]=[CH2:16].Cl. The catalyst is CN(C=O)C. The product is [CH2:14]([NH:17][C:18]([N:10]1[C:11]([CH3:13])=[CH:12][C:8]([OH:7])=[N:9]1)=[O:19])[CH:15]=[CH2:16]. The yield is 0.511.